From a dataset of Forward reaction prediction with 1.9M reactions from USPTO patents (1976-2016). Predict the product of the given reaction. (1) Given the reactants Cl[C:2]1[CH:7]=[N:6][C:5]([C:8]2[CH:13]=[CH:12][CH:11]=[CH:10][CH:9]=2)=[C:4]([C:14]2[CH:19]=[CH:18][CH:17]=[CH:16][CH:15]=2)[N:3]=1.[N-:20]=[N+:21]=[N-:22].[Na+], predict the reaction product. The product is: [N:20]([C:2]1[CH:7]=[N:6][C:5]([C:8]2[CH:13]=[CH:12][CH:11]=[CH:10][CH:9]=2)=[C:4]([C:14]2[CH:19]=[CH:18][CH:17]=[CH:16][CH:15]=2)[N:3]=1)=[N+:21]=[N-:22]. (2) Given the reactants [CH2:1]([O:4][CH:5]1[CH2:10][CH2:9][CH2:8][CH2:7][O:6]1)[C:2]#[CH:3].C([Li])CCC.[Cl:16][C:17]1[N:22]2[N:23]=[C:24]([C:28]3[CH:33]=[CH:32][C:31]([F:34])=[CH:30][CH:29]=3)[C:25]([CH:26]=[O:27])=[C:21]2[CH:20]=[CH:19][CH:18]=1.O, predict the reaction product. The product is: [Cl:16][C:17]1[N:22]2[N:23]=[C:24]([C:28]3[CH:33]=[CH:32][C:31]([F:34])=[CH:30][CH:29]=3)[C:25]([CH:26]([OH:27])[C:3]#[C:2][CH2:1][O:4][CH:5]3[CH2:10][CH2:9][CH2:8][CH2:7][O:6]3)=[C:21]2[CH:20]=[CH:19][CH:18]=1. (3) Given the reactants [OH:1][CH:2]1[CH2:7][CH2:6][NH:5][CH2:4][CH2:3]1.Br[CH2:9][C:10]1[CH:15]=[CH:14][C:13]([O:16][CH3:17])=[CH:12][CH:11]=1.C(N(CC)CC)C, predict the reaction product. The product is: [CH3:17][O:16][C:13]1[CH:14]=[CH:15][C:10]([CH2:9][N:5]2[CH2:6][CH2:7][CH:2]([OH:1])[CH2:3][CH2:4]2)=[CH:11][CH:12]=1. (4) Given the reactants [Cl:1][C:2]1[CH:7]=[CH:6][C:5]([CH:8]2[CH2:13][C:12](=[O:14])[NH:11][C:10]([CH3:15])=[C:9]2[C:16]([O:18]C)=[O:17])=[CH:4][CH:3]=1.C1COCC1.[OH-].[Na+], predict the reaction product. The product is: [Cl:1][C:2]1[CH:3]=[CH:4][C:5]([CH:8]2[CH2:13][C:12](=[O:14])[NH:11][C:10]([CH3:15])=[C:9]2[C:16]([OH:18])=[O:17])=[CH:6][CH:7]=1. (5) Given the reactants [Cl:1][C:2]1[CH:3]=[C:4]([NH:17][C:18]2[C:27]3[C:22](=[CH:23][C:24]([O:36][CH2:37][CH2:38][O:39][CH3:40])=[C:25]([NH:28][C:29]([C@@H:31]4[CH2:35][CH2:34][CH2:33][NH:32]4)=[O:30])[CH:26]=3)[N:21]=[CH:20][N:19]=2)[CH:5]=[CH:6][C:7]=1[O:8][CH2:9][C:10]1[CH:15]=[CH:14][CH:13]=[C:12]([F:16])[CH:11]=1.[C:41](O)(=[O:44])[CH:42]=[CH2:43].N1C=CC=CC=1.Cl.CN(C)CCCN=C=NCC, predict the reaction product. The product is: [Cl:1][C:2]1[CH:3]=[C:4]([NH:17][C:18]2[C:27]3[C:22](=[CH:23][C:24]([O:36][CH2:37][CH2:38][O:39][CH3:40])=[C:25]([NH:28][C:29]([C@@H:31]4[CH2:35][CH2:34][CH2:33][N:32]4[C:41](=[O:44])[CH:42]=[CH2:43])=[O:30])[CH:26]=3)[N:21]=[CH:20][N:19]=2)[CH:5]=[CH:6][C:7]=1[O:8][CH2:9][C:10]1[CH:15]=[CH:14][CH:13]=[C:12]([F:16])[CH:11]=1.